From a dataset of Forward reaction prediction with 1.9M reactions from USPTO patents (1976-2016). Predict the product of the given reaction. (1) Given the reactants C[O:2][C:3]1[CH:4]=[N:5][CH:6]=[C:7]([O:9][C:10]2[CH:15]=[CH:14][CH:13]=[CH:12][CH:11]=2)[CH:8]=1.Cl.[NH+]1C=CC=CC=1.[OH-].[Na+], predict the reaction product. The product is: [O:9]([C:7]1[CH:8]=[C:3]([OH:2])[CH:4]=[N:5][CH:6]=1)[C:10]1[CH:15]=[CH:14][CH:13]=[CH:12][CH:11]=1. (2) Given the reactants [Cl:1][C:2]1[CH:18]=[CH:17][CH:16]=[C:15]([F:19])[C:3]=1[C:4]([NH:6][C:7]1[CH:12]=[CH:11][N:10]=[C:9]([Cl:13])[C:8]=1[F:14])=O.S(Cl)([Cl:22])=O, predict the reaction product. The product is: [Cl:1][C:2]1[CH:18]=[CH:17][CH:16]=[C:15]([F:19])[C:3]=1[C:4]([Cl:22])=[N:6][C:7]1[CH:12]=[CH:11][N:10]=[C:9]([Cl:13])[C:8]=1[F:14]. (3) The product is: [CH2:1]([N:3]([C:11]1[CH:16]=[C:15]([F:17])[CH:14]=[CH:13][C:12]=1[N+:18]([O-:20])=[O:19])[S:4]([CH3:7])(=[O:6])=[O:5])[CH3:2]. Given the reactants [CH2:1]([NH:3][S:4]([CH3:7])(=[O:6])=[O:5])[CH3:2].[H-].[Na+].F[C:11]1[CH:16]=[C:15]([F:17])[CH:14]=[CH:13][C:12]=1[N+:18]([O-:20])=[O:19].O, predict the reaction product. (4) Given the reactants C(O)(C(F)(F)F)=O.[C:8]1([C:40]2[CH:45]=[CH:44][CH:43]=[CH:42][CH:41]=2)[CH:13]=[CH:12][CH:11]=[C:10]([NH:14][C:15]2[N:20]=[C:19]([N:21]3[CH2:37][CH2:36][C:24]4([CH2:28][N:27](C(OC(C)(C)C)=O)[CH2:26][CH2:25]4)[CH2:23][CH2:22]3)[C:18]([C:38]#[N:39])=[CH:17][N:16]=2)[CH:9]=1, predict the reaction product. The product is: [C:8]1([C:40]2[CH:45]=[CH:44][CH:43]=[CH:42][CH:41]=2)[CH:13]=[CH:12][CH:11]=[C:10]([NH:14][C:15]2[N:20]=[C:19]([N:21]3[CH2:22][CH2:23][C:24]4([CH2:28][NH:27][CH2:26][CH2:25]4)[CH2:36][CH2:37]3)[C:18]([C:38]#[N:39])=[CH:17][N:16]=2)[CH:9]=1.